This data is from Forward reaction prediction with 1.9M reactions from USPTO patents (1976-2016). The task is: Predict the product of the given reaction. (1) Given the reactants [CH2:1]([NH+:3]([CH2:5][CH3:6])[CH3:4])[CH3:2].[CH3:7][O:8][CH2:9][Cl:10], predict the reaction product. The product is: [Cl-:10].[CH2:1]([N+:3]([CH2:5][CH3:6])([CH3:4])[CH2:9][O:8][CH3:7])[CH3:2]. (2) Given the reactants [F:1][C:2]1[CH:3]=[C:4]([CH2:13][O:14][C:15]2[CH:20]=[CH:19][C:18]([CH2:21][CH2:22][C:23]([OH:25])=[O:24])=[C:17]([CH3:26])[C:16]=2[CH3:27])[C:5]2[O:9][C:8]([CH2:10][OH:11])=[CH:7][C:6]=2[CH:12]=1.[Si](C=[N+]=[N-])(C)(C)[CH3:29], predict the reaction product. The product is: [F:1][C:2]1[CH:3]=[C:4]([CH2:13][O:14][C:15]2[CH:20]=[CH:19][C:18]([CH2:21][CH2:22][C:23]([O:25][CH3:29])=[O:24])=[C:17]([CH3:26])[C:16]=2[CH3:27])[C:5]2[O:9][C:8]([CH2:10][OH:11])=[CH:7][C:6]=2[CH:12]=1. (3) Given the reactants [Br:1][C:2]1[C:3](=[O:20])[N:4]([C:10]2[CH:11]=[C:12]([CH:16]=[CH:17][C:18]=2[CH3:19])[C:13](O)=[O:14])[C:5]([CH3:9])=[CH:6][C:7]=1[OH:8].[C:21](N1C=CN=C1)([N:23]1C=CN=C1)=O.CN.O1CCCC1.Cl, predict the reaction product. The product is: [Br:1][C:2]1[C:3](=[O:20])[N:4]([C:10]2[CH:11]=[C:12]([CH:16]=[CH:17][C:18]=2[CH3:19])[C:13]([NH:23][CH3:21])=[O:14])[C:5]([CH3:9])=[CH:6][C:7]=1[OH:8]. (4) The product is: [C:1]([O:5][C:6]([N:8]1[CH2:13][CH2:12][N:11]([CH2:14][CH2:15][CH2:16][N:17]2[CH2:22][CH2:21][CH2:20][CH2:19][CH2:18]2)[C:10](=[O:23])[C@H:9]1[CH2:24][OH:25])=[O:7])([CH3:3])([CH3:4])[CH3:2]. Given the reactants [C:1]([O:5][C:6]([N:8]1[CH2:13][CH2:12][N:11]([CH2:14][CH2:15][CH2:16][N:17]2[CH2:22][CH2:21][CH2:20][CH2:19][CH2:18]2)[C:10](=[O:23])[C@H:9]1[CH2:24][O:25]CC1C=CC=CC=1)=[O:7])([CH3:4])([CH3:3])[CH3:2], predict the reaction product. (5) The product is: [Si:45]([O:44][CH2:43][C@@H:34]([O:33][Si:26]([C:29]([CH3:32])([CH3:31])[CH3:30])([CH3:27])[CH3:28])[C@@H:35]([NH:36][S@:37]([C:39]([CH3:40])([CH3:41])[CH3:42])=[O:38])[CH2:5][C:4]#[C:3][Si:2]([CH3:7])([CH3:6])[CH3:1])([C:48]([CH3:51])([CH3:50])[CH3:49])([CH3:47])[CH3:46]. Given the reactants [CH3:1][Si:2]([CH3:7])([CH3:6])[C:3]#[C:4][CH3:5].CN(C)C(N(C)C)C.C([Li])(C)(C)C.CCCCC.[Si:26]([O:33][C@H:34]([CH2:43][O:44][Si:45]([C:48]([CH3:51])([CH3:50])[CH3:49])([CH3:47])[CH3:46])/[CH:35]=[N:36]/[S@:37]([C:39]([CH3:42])([CH3:41])[CH3:40])=[O:38])([C:29]([CH3:32])([CH3:31])[CH3:30])([CH3:28])[CH3:27], predict the reaction product. (6) Given the reactants [CH3:1][C:2]1[O:6][N:5]=[C:4]([C:7]2[CH:12]=[CH:11][CH:10]=[CH:9][N:8]=2)[C:3]=1[CH2:13][O:14][C:15]1[CH:16]=[CH:17][C:18]([C:21]([OH:23])=O)=[N:19][CH:20]=1.[CH2:24]([CH2:26][NH2:27])[OH:25], predict the reaction product. The product is: [OH:25][CH2:24][CH2:26][NH:27][C:21]([C:18]1[CH:17]=[CH:16][C:15]([O:14][CH2:13][C:3]2[C:4]([C:7]3[CH:12]=[CH:11][CH:10]=[CH:9][N:8]=3)=[N:5][O:6][C:2]=2[CH3:1])=[CH:20][N:19]=1)=[O:23]. (7) The product is: [NH2:10][CH2:11][CH2:12][CH2:13][CH2:14][C@H:15]([NH:27][C:28]([C:30]1[NH:31][C:32](=[O:36])[CH:33]=[CH:34][CH:35]=1)=[O:29])[C:16]([C:18]1[S:19][C:20]2[CH:26]=[CH:25][CH:24]=[CH:23][C:21]=2[N:22]=1)=[O:17]. Given the reactants C(OC(=O)[NH:10][CH2:11][CH2:12][CH2:13][CH2:14][C@H:15]([NH:27][C:28]([C:30]1[NH:31][C:32](=[O:36])[CH:33]=[CH:34][CH:35]=1)=[O:29])[C:16]([C:18]1[S:19][C:20]2[CH:26]=[CH:25][CH:24]=[CH:23][C:21]=2[N:22]=1)=[O:17])C1C=CC=CC=1.Br.CC(O)=O, predict the reaction product. (8) Given the reactants C(OC([C:6]1[N:14]2[C:9]([CH:10]=[CH:11][CH:12]=[CH:13]2)=[C:8]([C:15](=[O:23])[C:16]2[CH:21]=[CH:20][C:19]([F:22])=[CH:18][CH:17]=2)[CH:7]=1)=O)C.[OH-].[K+], predict the reaction product. The product is: [F:22][C:19]1[CH:18]=[CH:17][C:16]([C:15]([C:8]2[CH:7]=[CH:6][N:14]3[C:9]=2[CH:10]=[CH:11][CH:12]=[CH:13]3)=[O:23])=[CH:21][CH:20]=1.